From a dataset of HIV replication inhibition screening data with 41,000+ compounds from the AIDS Antiviral Screen. Binary Classification. Given a drug SMILES string, predict its activity (active/inactive) in a high-throughput screening assay against a specified biological target. (1) The molecule is COC(=O)C1=CCC2C(C(=O)O)=COC(OC3OC(CO)C(O)C(O)C3O)C12. The result is 0 (inactive). (2) The molecule is C=CC(C1=CC(=O)C(OC)=CC1=O)c1ccccc1. The result is 0 (inactive). (3) The molecule is Br[Ni-4]12(Br)(NCCN1)NCCN2. The result is 0 (inactive). (4) The drug is C=CCP(=O)(CC=C)C(Cl)Cl. The result is 0 (inactive).